Predict the reaction yield, written as a fraction of the theoretical maximum amount of product (1.0 means a 100% yield; for example, 0.34 means a 34% yield). From a dataset of Reaction yield outcomes from USPTO patents with 853,638 reactions. (1) The reactants are [C:1]1([N:7]2[C:11]([NH2:12])=[CH:10][CH:9]=[N:8]2)[CH:6]=[CH:5][CH:4]=[CH:3][CH:2]=1.C1N=CN([C:18](N2C=NC=C2)=[O:19])C=1.Cl.[C:26]1([C@H:32]2[CH2:34][C@@H:33]2[N:35]2[C:43](=[O:44])[C@@H:38]3[CH2:39][NH:40][CH2:41][CH2:42][N:37]3[C:36]2=[O:45])[CH:31]=[CH:30][CH:29]=[CH:28][CH:27]=1. The catalyst is CC#N. The product is [O:44]=[C:43]1[C@@H:38]2[CH2:39][N:40]([C:18]([NH:12][C:11]3[N:7]([C:1]4[CH:6]=[CH:5][CH:4]=[CH:3][CH:2]=4)[N:8]=[CH:9][CH:10]=3)=[O:19])[CH2:41][CH2:42][N:37]2[C:36](=[O:45])[N:35]1[C@H:33]1[CH2:34][C@@H:32]1[C:26]1[CH:31]=[CH:30][CH:29]=[CH:28][CH:27]=1. The yield is 0.330. (2) The reactants are [OH:1][C:2]1([C:12]2[S:13][CH:14]=[C:15]([C:17]([OH:19])=O)[N:16]=2)[CH2:11][CH2:10][C:5]2([O:9][CH2:8][CH2:7][O:6]2)[CH2:4][CH2:3]1.CN.C[CH2:23][N:24](CC)CC.C(Cl)CCl.C1C=CC2N(O)N=NC=2C=1. The catalyst is C(Cl)Cl.CCOC(C)=O. The product is [OH:1][C:2]1([C:12]2[S:13][CH:14]=[C:15]([C:17]([NH:24][CH3:23])=[O:19])[N:16]=2)[CH2:11][CH2:10][C:5]2([O:9][CH2:8][CH2:7][O:6]2)[CH2:4][CH2:3]1. The yield is 0.500. (3) The reactants are [BH4-].[Na+].[Cl-].[Ca+2].[Cl-].[OH:6][C:7]([C:38]1[CH:47]=[CH:46][C:45]2[C:40](=[CH:41][CH:42]=[C:43]([C:48]([NH:50][CH3:51])=[O:49])[CH:44]=2)[CH:39]=1)([C:14]1[N:15]=[CH:16][N:17]([C:19]([C:32]2[CH:37]=[CH:36][CH:35]=[CH:34][CH:33]=2)([C:26]2[CH:31]=[CH:30][CH:29]=[CH:28][CH:27]=2)[C:20]2[CH:25]=[CH:24][CH:23]=[CH:22][CH:21]=2)[CH:18]=1)[CH2:8][C:9](OCC)=[O:10].Cl. The catalyst is C1COCC1.O.C(O)C. The product is [OH:6][C:7]([C:38]1[CH:39]=[C:40]2[C:45](=[CH:46][CH:47]=1)[CH:44]=[C:43]([C:48]([NH:50][CH3:51])=[O:49])[CH:42]=[CH:41]2)([C:14]1[N:15]=[CH:16][N:17]([C:19]([C:26]2[CH:31]=[CH:30][CH:29]=[CH:28][CH:27]=2)([C:32]2[CH:33]=[CH:34][CH:35]=[CH:36][CH:37]=2)[C:20]2[CH:25]=[CH:24][CH:23]=[CH:22][CH:21]=2)[CH:18]=1)[CH2:8][CH2:9][OH:10]. The yield is 0.870. (4) The reactants are [Br:1][C:2]1[CH:7]=[CH:6][N:5]=[C:4](N)[CH:3]=1.[C:9](=[O:12])([O-])[O-].[K+].[K+].CI. The catalyst is OS(O)(=O)=O.CC(C)=O. The product is [Br:1][C:2]1[CH:3]=[CH:4][N:5]([CH3:6])[C:9](=[O:12])[CH:7]=1. The yield is 0.570. (5) The reactants are [CH:1]1([CH2:4][OH:5])[CH2:3][CH2:2]1.[H-].[Na+].[Br:8][C:9]1[CH:15]=[CH:14][C:12]([NH2:13])=[C:11]([N+:16]([O-:18])=[O:17])[C:10]=1F. The catalyst is O1CCCC1. The product is [Br:8][C:9]1[CH:15]=[CH:14][C:12]([NH2:13])=[C:11]([N+:16]([O-:18])=[O:17])[C:10]=1[O:5][CH2:4][CH:1]1[CH2:3][CH2:2]1. The yield is 0.750. (6) The yield is 0.920. The product is [Cl:1][C:2]1[N:3]=[C:4]([C:18]2[CH:23]=[N:22][CH:21]=[CH:20][N:19]=2)[N:5]=[C:6]([NH:28][C@@H:26]([CH3:27])[C:25]([F:30])([F:29])[F:24])[C:7]=1[C:8]1[C:9]([F:16])=[CH:10][C:11]([F:15])=[CH:12][C:13]=1[F:14]. The catalyst is C(O)(C)C.CN1C(=O)CCC1. The reactants are [Cl:1][C:2]1[C:7]([C:8]2[C:13]([F:14])=[CH:12][C:11]([F:15])=[CH:10][C:9]=2[F:16])=[C:6](Cl)[N:5]=[C:4]([C:18]2[CH:23]=[N:22][CH:21]=[CH:20][N:19]=2)[N:3]=1.[F:24][C:25]([F:30])([F:29])[C@@H:26]([NH2:28])[CH3:27].O. (7) The reactants are I[CH2:2][C:3]1[N:4]=[C:5]([C@H:8]([NH:10][C:11](=[O:17])[O:12][C:13]([CH3:16])([CH3:15])[CH3:14])[CH3:9])[O:6][CH:7]=1.[BH3-]C#N.[Na+]. The catalyst is CN(P(N(C)C)(N(C)C)=O)C. The product is [CH3:2][C:3]1[N:4]=[C:5]([C@H:8]([NH:10][C:11](=[O:17])[O:12][C:13]([CH3:16])([CH3:15])[CH3:14])[CH3:9])[O:6][CH:7]=1. The yield is 0.380.